From a dataset of hERG potassium channel inhibition data for cardiac toxicity prediction from Karim et al.. Regression/Classification. Given a drug SMILES string, predict its toxicity properties. Task type varies by dataset: regression for continuous values (e.g., LD50, hERG inhibition percentage) or binary classification for toxic/non-toxic outcomes (e.g., AMES mutagenicity, cardiotoxicity, hepatotoxicity). Dataset: herg_karim. (1) The result is 0 (non-blocker). The compound is O=C(N1CCCCC1)N1CC(O[C@@H](c2ccc(Cl)cc2)c2cccnc2Cl)C1. (2) The compound is CN1CCN(c2ccc3nc(-c4ccccc4)c(-c4ccc(CN5CCC(c6nnc(-c7ncccn7)[nH]6)CC5)cc4)nc3n2)CC1. The result is 1 (blocker). (3) The molecule is COc1cccc2nc(C#Cc3ccccc3)ccc12. The result is 0 (non-blocker). (4) The molecule is O=c1ccc(OCCCN2CCCCC2)nn1-c1ccc(F)c(F)c1. The result is 1 (blocker).